This data is from Reaction yield outcomes from USPTO patents with 853,638 reactions. The task is: Predict the reaction yield, written as a fraction of the theoretical maximum amount of product (1.0 means a 100% yield; for example, 0.34 means a 34% yield). The reactants are [CH2:1]([O:8][C:9]1[CH:14]=[C:13]([O:15][CH2:16][C:17]2[CH:22]=[CH:21][CH:20]=[CH:19][CH:18]=2)[C:12]([CH:23]([CH3:25])[CH3:24])=[CH:11][C:10]=1[C:26]1[O:30][N:29]=[C:28]([C:31]([NH:33][CH2:34][CH3:35])=[O:32])[C:27]=1[C:36](=[N:38][OH:39])[NH2:37])[C:2]1[CH:7]=[CH:6][CH:5]=[CH:4][CH:3]=1.[S:40]1[CH:44]=[CH:43][CH:42]=[C:41]1[C:45](Cl)=O. No catalyst specified. The product is [CH2:1]([O:8][C:9]1[CH:14]=[C:13]([O:15][CH2:16][C:17]2[CH:22]=[CH:21][CH:20]=[CH:19][CH:18]=2)[C:12]([CH:23]([CH3:25])[CH3:24])=[CH:11][C:10]=1[C:26]1[O:30][N:29]=[C:28]([C:31]([NH:33][CH2:34][CH3:35])=[O:32])[C:27]=1[C:36]1[N:37]=[C:45]([C:41]2[S:40][CH:44]=[CH:43][CH:42]=2)[O:39][N:38]=1)[C:2]1[CH:7]=[CH:6][CH:5]=[CH:4][CH:3]=1. The yield is 0.430.